This data is from Catalyst prediction with 721,799 reactions and 888 catalyst types from USPTO. The task is: Predict which catalyst facilitates the given reaction. (1) Reactant: [NH2:1][C:2]1[S:6][N:5]=[CH:4][N:3]=1.[CH:7]1([NH:10][C:11]([C:13]2[CH:14]=[C:15]([F:37])[C:16]([CH3:36])=[C:17]([C:19]3[CH:24]=[CH:23][C:22]([C:25](O)=[O:26])=[CH:21][C:20]=3[C:28]([NH:30][C:31]3[S:32][CH:33]=[CH:34][N:35]=3)=[O:29])[CH:18]=2)=[O:12])[CH2:9][CH2:8]1.Cl.CN(C)CCCN=C=NCC.CCOC(C)=O. Product: [CH:7]1([NH:10][C:11]([C:13]2[CH:18]=[C:17]([C:19]3[C:20]([C:28]([NH:30][C:31]4[S:32][CH:33]=[CH:34][N:35]=4)=[O:29])=[CH:21][C:22]([C:25]([NH:1][C:2]4[S:6][N:5]=[CH:4][N:3]=4)=[O:26])=[CH:23][CH:24]=3)[C:16]([CH3:36])=[C:15]([F:37])[CH:14]=2)=[O:12])[CH2:9][CH2:8]1. The catalyst class is: 119. (2) Reactant: [N+:1]([C:4]1[CH:5]=[N:6][C:7]([NH2:10])=[N:8][CH:9]=1)([O-:3])=[O:2].Br[C:12]1[CH:17]=[CH:16][C:15]([CH2:18][CH2:19][CH2:20][N:21]2[CH2:25][CH2:24][CH2:23][CH2:22]2)=[CH:14][CH:13]=1.CC1(C)C2C(=C(P(C3C=CC=CC=3)C3C=CC=CC=3)C=CC=2)OC2C(P(C3C=CC=CC=3)C3C=CC=CC=3)=CC=CC1=2.C(=O)([O-])[O-].[Cs+].[Cs+]. Product: [N+:1]([C:4]1[CH:5]=[N:6][C:7]([NH:10][C:12]2[CH:13]=[CH:14][C:15]([CH2:18][CH2:19][CH2:20][N:21]3[CH2:25][CH2:24][CH2:23][CH2:22]3)=[CH:16][CH:17]=2)=[N:8][CH:9]=1)([O-:3])=[O:2]. The catalyst class is: 12. (3) Reactant: C(O)(C(F)(F)F)=O.[F:8][C:9]([F:47])([F:46])[C:10]1[CH:11]=[C:12]([CH2:20][N:21]([CH3:45])[C:22](=[O:44])[CH2:23]/[C:24](=[C:32]2/[CH2:33][N:34](C(OC(C)(C)C)=O)[CH2:35][CH2:36]/2)/[C:25]2[CH:30]=[CH:29][C:28]([F:31])=[CH:27][CH:26]=2)[CH:13]=[C:14]([C:16]([F:19])([F:18])[F:17])[CH:15]=1. Product: [F:47][C:9]([F:8])([F:46])[C:10]1[CH:11]=[C:12]([CH2:20][N:21]([CH3:45])[C:22](=[O:44])[CH2:23]/[C:24](/[C:25]2[CH:26]=[CH:27][C:28]([F:31])=[CH:29][CH:30]=2)=[C:32]2/[CH2:33][NH:34][CH2:35][CH2:36]/2)[CH:13]=[C:14]([C:16]([F:18])([F:19])[F:17])[CH:15]=1. The catalyst class is: 2. (4) The catalyst class is: 359. Product: [CH3:1][O:2][C:3]1[CH:10]=[CH:9][C:6]([CH:7]([OH:8])[CH:11]([CH3:13])[CH3:12])=[CH:5][CH:4]=1. Reactant: [CH3:1][O:2][C:3]1[CH:10]=[CH:9][C:6]([CH:7]=[O:8])=[CH:5][CH:4]=1.[CH:11]([Mg]Cl)([CH3:13])[CH3:12].[Cl-].[NH4+]. (5) Reactant: [C:1]([O:7][CH2:8][CH3:9])(=[O:6])[CH2:2][C:3]([O-:5])=O.[K+].C(N(CC)C(C)C)(C)C.[Cl-].[Mg+2].[Cl-].[Cl:23][C:24]1[CH:29]=[CH:28][C:27]([CH2:30]C(Cl)=O)=[CH:26][CH:25]=1. Product: [Cl:23][C:24]1[CH:29]=[CH:28][C:27]([CH2:30][C:3](=[O:5])[CH2:2][C:1]([O:7][CH2:8][CH3:9])=[O:6])=[CH:26][CH:25]=1. The catalyst class is: 10.